From a dataset of CYP1A2 inhibition data for predicting drug metabolism from PubChem BioAssay. Regression/Classification. Given a drug SMILES string, predict its absorption, distribution, metabolism, or excretion properties. Task type varies by dataset: regression for continuous measurements (e.g., permeability, clearance, half-life) or binary classification for categorical outcomes (e.g., BBB penetration, CYP inhibition). Dataset: cyp1a2_veith. (1) The molecule is COc1nn(C(C)C(=O)N/N=C/c2cccc3ccccc23)cc1[N+](=O)[O-]. The result is 1 (inhibitor). (2) The compound is c1cncc(CNc2ccnc(-c3cccnc3)n2)c1. The result is 1 (inhibitor). (3) The result is 1 (inhibitor). The compound is Cn1cc(-c2nc3cncnc3n(CCN)c2=O)c2ccccc21. (4) The molecule is c1ccc(-c2n[nH]c(-c3ccccc3)c2-c2nc3ccccc3[nH]2)cc1. The result is 1 (inhibitor). (5) The molecule is CCCS(=O)(=O)N1CCCC(C(=O)NCC2CCCO2)C1. The result is 0 (non-inhibitor).